The task is: Regression. Given two drug SMILES strings and cell line genomic features, predict the synergy score measuring deviation from expected non-interaction effect.. This data is from NCI-60 drug combinations with 297,098 pairs across 59 cell lines. (1) Drug 1: CCCS(=O)(=O)NC1=C(C(=C(C=C1)F)C(=O)C2=CNC3=C2C=C(C=N3)C4=CC=C(C=C4)Cl)F. Drug 2: CC1C(C(=O)NC(C(=O)N2CCCC2C(=O)N(CC(=O)N(C(C(=O)O1)C(C)C)C)C)C(C)C)NC(=O)C3=C4C(=C(C=C3)C)OC5=C(C(=O)C(=C(C5=N4)C(=O)NC6C(OC(=O)C(N(C(=O)CN(C(=O)C7CCCN7C(=O)C(NC6=O)C(C)C)C)C)C(C)C)C)N)C. Cell line: BT-549. Synergy scores: CSS=20.7, Synergy_ZIP=30.1, Synergy_Bliss=31.0, Synergy_Loewe=28.1, Synergy_HSA=28.6. (2) Synergy scores: CSS=53.8, Synergy_ZIP=35.6, Synergy_Bliss=38.6, Synergy_Loewe=30.0, Synergy_HSA=31.3. Drug 2: CC1=C2C(C(=O)C3(C(CC4C(C3C(C(C2(C)C)(CC1OC(=O)C(C(C5=CC=CC=C5)NC(=O)OC(C)(C)C)O)O)OC(=O)C6=CC=CC=C6)(CO4)OC(=O)C)O)C)O. Drug 1: CC1=C(C=C(C=C1)NC(=O)C2=CC=C(C=C2)CN3CCN(CC3)C)NC4=NC=CC(=N4)C5=CN=CC=C5. Cell line: MOLT-4.